This data is from Retrosynthesis with 50K atom-mapped reactions and 10 reaction types from USPTO. The task is: Predict the reactants needed to synthesize the given product. (1) Given the product O=C(CCCCCCCBr)c1ccccc1, predict the reactants needed to synthesize it. The reactants are: O=C(Cl)CCCCCCCBr.c1ccccc1. (2) Given the product CCCc1cc2c(N3CCn4c(nnc4C(F)(F)F)C3)nc(N3CCC(=NO)C3)nc2s1, predict the reactants needed to synthesize it. The reactants are: CCCc1cc2c(N3CCn4c(nnc4C(F)(F)F)C3)nc(N3CCC(=O)C3)nc2s1.NO.